From a dataset of Catalyst prediction with 721,799 reactions and 888 catalyst types from USPTO. Predict which catalyst facilitates the given reaction. (1) Reactant: [N+:1]([C:4]1[C:12]2[C:7](=[CH:8][CH:9]=[C:10]([C:13]3[NH:17][N:16]=[N:15][N:14]=3)[CH:11]=2)[NH:6][C:5]=1[C:18]1[C:19](=[O:28])[NH:20][C:21]2[C:26]([N:27]=1)=[CH:25][CH:24]=[CH:23][CH:22]=2)([O-])=O. Product: [NH2:1][C:4]1[C:12]2[C:7](=[CH:8][CH:9]=[C:10]([C:13]3[NH:17][NH:16][NH:15][N:14]=3)[CH:11]=2)[NH:6][C:5]=1[C:18]1[C:19](=[O:28])[NH:20][C:21]2[C:26]([N:27]=1)=[CH:25][CH:24]=[CH:23][CH:22]=2. The catalyst class is: 394. (2) The catalyst class is: 15. Product: [CH2:9]([C:3]1[CH2:1][N:19]([CH2:18][CH2:17][C:11]2[CH:16]=[CH:15][CH:14]=[CH:13][CH:12]=2)[C:5](=[O:7])[CH:4]=1)[CH3:10]. Reactant: [CH:1]([CH:3]([CH2:9][CH3:10])[CH2:4][C:5]([O:7]C)=O)=O.[C:11]1([CH2:17][CH2:18][NH2:19])[CH:16]=[CH:15][CH:14]=[CH:13][CH:12]=1. (3) Reactant: C([O:4][C@H:5]1[CH2:10][CH2:9][C@@:8]([C@H:12]2[CH2:20][CH2:19][C@@:18]3([CH3:21])[C@@H:14]([CH2:15][CH2:16][C:17]3=[CH2:22])[C@@H:13]2[CH2:23][CH2:24][OH:25])([CH3:11])[C@@H:7]([O:26]C(=O)C)[CH2:6]1)(=O)C.Br[C:31]1[CH:36]=[CH:35][CH:34]=[CH:33][N:32]=1.[H-].[Na+].C[O-].[Na+]. Product: [OH:25][CH2:24][CH2:23][C@@H:13]1[C@@H:12]([C@@:8]2([CH3:11])[CH2:9][CH2:10][C@H:5]([OH:4])[CH2:6][C@@H:7]2[O:26][C:31]2[CH:36]=[CH:35][CH:34]=[CH:33][N:32]=2)[CH2:20][CH2:19][C@@:18]2([CH3:21])[C@H:14]1[CH2:15][CH2:16][C:17]2=[CH2:22]. The catalyst class is: 656. (4) Reactant: [CH3:1][C:2]1[N:3]=[C:4]([C:14]2[CH:19]=[CH:18][CH:17]=[CH:16][C:15]=2[O:20][CH2:21][C:22]2[CH:27]=[CH:26][CH:25]=[CH:24][CH:23]=2)[NH:5][C:6](=[O:13])[C:7]=1[C:8]([O:10][CH2:11][CH3:12])=[O:9].[H-].[Li+].Br[CH2:31][CH2:32][C:33]1[CH:38]=[CH:37][CH:36]=[CH:35][CH:34]=1. Product: [CH3:1][C:2]1[N:3]=[C:4]([C:14]2[CH:19]=[CH:18][CH:17]=[CH:16][C:15]=2[O:20][CH2:21][C:22]2[CH:27]=[CH:26][CH:25]=[CH:24][CH:23]=2)[N:5]([CH2:31][CH2:32][C:33]2[CH:38]=[CH:37][CH:36]=[CH:35][CH:34]=2)[C:6](=[O:13])[C:7]=1[C:8]([O:10][CH2:11][CH3:12])=[O:9]. The catalyst class is: 3. (5) Reactant: C(=O)(O)[O-].[Na+].[O:6]=[C:7]1[N:15]([C@@H:16]([CH3:20])[C:17]([OH:19])=[O:18])[CH2:14][CH2:13][C:8]21[NH:12][CH2:11][CH2:10][CH2:9]2.[C:21](=O)([O:37]N1C(=O)CCC1=O)[O:22][CH2:23][CH:24]1[C:36]2[CH:35]=[CH:34][CH:33]=[CH:32][C:31]=2[C:30]2[C:25]1=[CH:26][CH:27]=[CH:28][CH:29]=2. Product: [CH:35]1[C:36]2[CH:24]([CH2:23][O:22][C:21]([N:12]3[C:8]4([CH2:13][CH2:14][N:15]([C@@H:16]([CH3:20])[C:17]([OH:19])=[O:18])[C:7]4=[O:6])[CH2:9][CH2:10][CH2:11]3)=[O:37])[C:25]3[C:30](=[CH:29][CH:28]=[CH:27][CH:26]=3)[C:31]=2[CH:32]=[CH:33][CH:34]=1. The catalyst class is: 283. (6) Reactant: [CH3:1][C:2]1([OH:18])[CH2:8][CH2:7][CH2:6][N:5]([C:9]2[N:13]([CH3:14])[N:12]=[CH:11][C:10]=2[N+:15]([O-])=O)[CH2:4][CH2:3]1.C([O-])=O.[NH4+]. Product: [NH2:15][C:10]1[CH:11]=[N:12][N:13]([CH3:14])[C:9]=1[N:5]1[CH2:6][CH2:7][CH2:8][C:2]([CH3:1])([OH:18])[CH2:3][CH2:4]1. The catalyst class is: 19.